Dataset: Full USPTO retrosynthesis dataset with 1.9M reactions from patents (1976-2016). Task: Predict the reactants needed to synthesize the given product. Given the product [NH2:1][C:2]1[N:10]=[C:9]2[CH:8]=[CH:7][C:6]([O:21][C:22]3[CH:23]=[CH:24][C:25]([F:38])=[C:26]([NH:28][C:29]([C:31]4[N:35]([CH3:36])[N:34]=[C:33]([CH3:37])[CH:32]=4)=[O:30])[CH:27]=3)=[CH:5][N:4]2[CH:3]=1, predict the reactants needed to synthesize it. The reactants are: [NH2:1][C:2](=O)[CH2:3][N:4]1[CH:9]([NH:10]S(C2C=CC(C)=CC=2)(=O)=O)[CH:8]=[CH:7][C:6]([O:21][C:22]2[CH:23]=[CH:24][C:25]([F:38])=[C:26]([NH:28][C:29]([C:31]3[N:35]([CH3:36])[N:34]=[C:33]([CH3:37])[CH:32]=3)=[O:30])[CH:27]=2)=[CH:5]1.FC(F)(F)C(OC(=O)C(F)(F)F)=O.